This data is from Reaction yield outcomes from USPTO patents with 853,638 reactions. The task is: Predict the reaction yield, written as a fraction of the theoretical maximum amount of product (1.0 means a 100% yield; for example, 0.34 means a 34% yield). (1) The yield is 0.790. The catalyst is CN(C=O)C. The reactants are [Cl:1][C:2]1[CH:7]=[C:6]([N+:8]([O-:10])=[O:9])[CH:5]=[C:4]([C:11]([F:14])([F:13])[F:12])[C:3]=1F.C([O-])([O-])=O.[K+].[K+].[CH3:22][S:23]([C:26]1[CH:31]=[CH:30][C:29]([OH:32])=[CH:28][CH:27]=1)(=[O:25])=[O:24].O. The product is [Cl:1][C:2]1[CH:7]=[C:6]([N+:8]([O-:10])=[O:9])[CH:5]=[C:4]([C:11]([F:14])([F:13])[F:12])[C:3]=1[O:32][C:29]1[CH:28]=[CH:27][C:26]([S:23]([CH3:22])(=[O:25])=[O:24])=[CH:31][CH:30]=1. (2) The reactants are C[O:2][C:3]1[CH:20]=[CH:19][C:6]([CH2:7][C:8]2[O:9][C:10]([C:13]3[CH:18]=[CH:17][CH:16]=[CH:15][CH:14]=3)=[CH:11][CH:12]=2)=[CH:5][CH:4]=1.B(Br)(Br)Br. No catalyst specified. The product is [C:13]1([C:10]2[O:9][C:8]([CH2:7][C:6]3[CH:5]=[CH:4][C:3]([OH:2])=[CH:20][CH:19]=3)=[CH:12][CH:11]=2)[CH:14]=[CH:15][CH:16]=[CH:17][CH:18]=1. The yield is 0.990. (3) The reactants are S(N1CCC[C@@H]1C([O:18][C@:19]([C:27]1[CH:35]=[C:34]2[N:30]([CH2:31][CH2:32][C:33]32[O:39][CH2:38][CH2:37][O:36]3)[C:29](=[O:40])[C:28]=1COC(=O)C)([CH2:25][CH3:26])[C:20]([O:22][CH2:23]C)=[O:21])=O)(C1C=CC(C)=CC=1)(=O)=O.O.[OH-].[Li+].CO. The catalyst is O. The product is [CH2:25]([C@:19]1([OH:18])[C:27]2[CH:35]=[C:34]3[N:30]([CH2:31][CH2:32][C:33]43[O:39][CH2:38][CH2:37][O:36]4)[C:29](=[O:40])[C:28]=2[CH2:23][O:22][C:20]1=[O:21])[CH3:26]. The yield is 0.860. (4) The reactants are [O:1]=[C:2]1[NH:10][C:5]2=[N:6][CH:7]=[CH:8][CH:9]=[C:4]2[N:3]1[CH:11]1[CH2:16][CH2:15][N:14]([C:17]([O:19][C@H:20]2[C:26]3=[N:27][C:28](N)=[CH:29][CH:30]=[C:25]3[CH2:24][C@H:23]([C:32]3[CH:37]=[CH:36][CH:35]=[C:34]([F:38])[C:33]=3[F:39])[CH2:22][CH2:21]2)=[O:18])[CH2:13][CH2:12]1.[ClH:40].[N+]([O-])([O-])=O.[Na+].[OH-].[Na+]. The catalyst is [Cu]Cl. The product is [O:1]=[C:2]1[NH:10][C:5]2=[N:6][CH:7]=[CH:8][CH:9]=[C:4]2[N:3]1[CH:11]1[CH2:16][CH2:15][N:14]([C:17]([O:19][C@H:20]2[C:26]3=[N:27][C:28]([Cl:40])=[CH:29][CH:30]=[C:25]3[CH2:24][C@H:23]([C:32]3[CH:37]=[CH:36][CH:35]=[C:34]([F:38])[C:33]=3[F:39])[CH2:22][CH2:21]2)=[O:18])[CH2:13][CH2:12]1. The yield is 0.120. (5) The reactants are Cl.[C:2]1([CH2:8][N:9]2[CH2:16][CH2:15][CH2:14][C@H:10]2[C:11]([OH:13])=O)[CH:7]=[CH:6][CH:5]=[CH:4][CH:3]=1.[CH:17]1[CH:18]=CC2N(O)N=[N:23][C:21]=2[CH:22]=1.[CH3:27]N1CCOCC1.N1CCCCC1.CCN=C=NCCCN(C)C. The catalyst is C(Cl)Cl. The product is [C:2]1([CH2:8][N:9]2[CH2:16][CH2:15][CH2:14][CH2:27][C@H:10]2[C:11]([N:23]2[CH2:18][CH2:17][CH2:22][CH2:21]2)=[O:13])[CH:3]=[CH:4][CH:5]=[CH:6][CH:7]=1. The yield is 0.400. (6) The reactants are [Cl:1][C:2]1[CH:7]=[CH:6][N:5]=[C:4]([O:8][CH3:9])[C:3]=1[C:10]1[NH:11][C:12]2[C:17]([CH:18]=1)=[CH:16][CH:15]=[C:14]([NH2:19])[CH:13]=2.[Cl:20][C:21]1[CH:22]=[C:23]([CH:27]=[CH:28][CH:29]=1)[C:24](O)=[O:25].CN(C(ON1N=NC2C=CC=NC1=2)=[N+](C)C)C.F[P-](F)(F)(F)(F)F.O. The catalyst is C(Cl)Cl. The product is [Cl:20][C:21]1[CH:22]=[C:23]([CH:27]=[CH:28][CH:29]=1)[C:24]([NH:19][C:14]1[CH:13]=[C:12]2[C:17]([CH:18]=[C:10]([C:3]3[C:4]([O:8][CH3:9])=[N:5][CH:6]=[CH:7][C:2]=3[Cl:1])[NH:11]2)=[CH:16][CH:15]=1)=[O:25]. The yield is 0.780.